Dataset: Reaction yield outcomes from USPTO patents with 853,638 reactions. Task: Predict the reaction yield, written as a fraction of the theoretical maximum amount of product (1.0 means a 100% yield; for example, 0.34 means a 34% yield). (1) The reactants are [F:1][C:2]1[CH:3]=[CH:4][C:5]([CH3:34])=[C:6]([CH:33]=1)[O:7][CH2:8][C:9]1[C:18]([C:19]2[CH:24]=[C:23]([N+:25]([O-])=O)[CH:22]=[CH:21][C:20]=2[O:28][CH3:29])=[CH:17][CH:16]=[C:15]2[C:10]=1[C:11]([CH3:32])=[CH:12][C:13]([CH3:31])([CH3:30])[NH:14]2.[OH-].[Na+].C(OCC)(=O)C. The catalyst is C(O)C.[Zn]. The product is [NH2:25][C:23]1[CH:22]=[CH:21][C:20]([O:28][CH3:29])=[C:19]([C:18]2[C:9]([CH2:8][O:7][C:6]3[CH:33]=[C:2]([F:1])[CH:3]=[CH:4][C:5]=3[CH3:34])=[C:10]3[C:15](=[CH:16][CH:17]=2)[NH:14][C:13]([CH3:31])([CH3:30])[CH:12]=[C:11]3[CH3:32])[CH:24]=1. The yield is 0.130. (2) The reactants are [Br:1][C:2]1[CH:3]=[CH:4][C:5]([C:13]([OH:15])=[O:14])=[N:6][C:7]=1[O:8][CH2:9][CH:10]1[CH2:12][CH2:11]1.IC.[C:18](=O)([O-])[O-].[Na+].[Na+].O. The catalyst is CN(C=O)C. The product is [CH3:18][O:14][C:13]([C:5]1[CH:4]=[CH:3][C:2]([Br:1])=[C:7]([O:8][CH2:9][CH:10]2[CH2:11][CH2:12]2)[N:6]=1)=[O:15]. The yield is 0.480. (3) The reactants are [C:1]([O:5][C:6]([N:8]1[CH2:12][CH2:11][C:10]([CH2:16][CH:17]2[CH2:19][CH2:18]2)([C:13]([OH:15])=O)[CH2:9]1)=[O:7])([CH3:4])([CH3:3])[CH3:2].S(Cl)(Cl)=O.Cl.[F:25][C:26]([F:38])([F:37])[C:27]1[CH:28]=[N:29][C:30]2[CH2:31][CH2:32][NH:33][CH2:34][C:35]=2[CH:36]=1.C(N(CC)CC)C. The catalyst is C(Cl)Cl.CN(C=O)C. The product is [CH:17]1([CH2:16][C:10]2([C:13]([N:33]3[CH2:32][CH2:31][C:30]4[N:29]=[CH:28][C:27]([C:26]([F:25])([F:37])[F:38])=[CH:36][C:35]=4[CH2:34]3)=[O:15])[CH2:11][CH2:12][N:8]([C:6]([O:5][C:1]([CH3:2])([CH3:3])[CH3:4])=[O:7])[CH2:9]2)[CH2:19][CH2:18]1. The yield is 0.600. (4) The reactants are [CH:1]1([CH:7]([C:10]2[CH:15]=[CH:14][CH:13]=[CH:12][CH:11]=2)[CH2:8]O)[CH2:6][CH2:5][CH2:4][CH2:3][CH2:2]1.C(N(CC)CC)C.CS(Cl)(=O)=O.[N-:28]=[N+:29]=[N-:30].[Na+]. The catalyst is ClCCl.CCCCCC.O. The product is [N:28]([CH2:8][CH:7]([C:10]1[CH:15]=[CH:14][CH:13]=[CH:12][CH:11]=1)[CH:1]1[CH2:6][CH2:5][CH2:4][CH2:3][CH2:2]1)=[N+:29]=[N-:30]. The yield is 0.780. (5) The reactants are C1(=O)[N:5]([CH:6]2[CH2:30][CH2:29][C@@:28]3([CH3:31])[CH:8]([CH2:9][CH2:10][C@@H:11]4[C@@H:27]3[CH2:26][CH2:25][C@@:24]3([CH3:32])[C@H:12]4[CH2:13][CH2:14][C@@H:15]3[C@H:16]([CH3:23])[CH2:17][CH2:18][CH2:19][CH:20]([CH3:22])[CH3:21])[CH2:7]2)C(=O)C2=CC=CC=C12.NN.Cl.[OH-].[Na+]. The catalyst is CO.C(OCC)C. The product is [NH2:5][CH:6]1[CH2:30][CH2:29][C@@:28]2([CH3:31])[CH:8]([CH2:9][CH2:10][C@@H:11]3[C@@H:27]2[CH2:26][CH2:25][C@@:24]2([CH3:32])[C@H:12]3[CH2:13][CH2:14][C@@H:15]2[C@H:16]([CH3:23])[CH2:17][CH2:18][CH2:19][CH:20]([CH3:22])[CH3:21])[CH2:7]1. The yield is 0.590. (6) The reactants are [C:1]([C:5]1[CH:44]=[CH:43][C:8]([C:9]([NH:11][C@@H:12]([CH2:16][C:17]2[CH:22]=[CH:21][C:20]([C:23]3[N:28]=[CH:27][C:26]([C:29]4[CH:34]=[CH:33][C:32]([O:35][CH2:36][CH2:37][CH2:38][CH2:39][CH2:40][CH2:41][CH3:42])=[CH:31][CH:30]=4)=[CH:25][N:24]=3)=[CH:19][CH:18]=2)[C:13](O)=[O:14])=[O:10])=[CH:7][CH:6]=1)([CH3:4])([CH3:3])[CH3:2].[CH3:45][S:46]([NH2:49])(=[O:48])=[O:47].C(Cl)CCl. The catalyst is CN(C1C=CN=CC=1)C.CN(C=O)C.CC(=O)OCC. The product is [C:1]([C:5]1[CH:44]=[CH:43][C:8]([C:9]([NH:11][C@@H:12]([CH2:16][C:17]2[CH:22]=[CH:21][C:20]([C:23]3[N:28]=[CH:27][C:26]([C:29]4[CH:30]=[CH:31][C:32]([O:35][CH2:36][CH2:37][CH2:38][CH2:39][CH2:40][CH2:41][CH3:42])=[CH:33][CH:34]=4)=[CH:25][N:24]=3)=[CH:19][CH:18]=2)[C:13]([NH:49][S:46]([CH3:45])(=[O:48])=[O:47])=[O:14])=[O:10])=[CH:7][CH:6]=1)([CH3:3])([CH3:2])[CH3:4]. The yield is 0.400. (7) The reactants are C(O[C:4]([N:6]1[CH2:11][CH2:10][C:9]([C:19]2[CH:24]=[CH:23][C:22]([Br:25])=[CH:21][CH:20]=2)([C:12]2[CH:17]=[CH:16][C:15]([Cl:18])=[CH:14][CH:13]=2)[CH2:8][CH2:7]1)=O)C.[H-].[Al+3].[Li+].[H-].[H-].[H-]. The catalyst is O1CCCC1. The product is [Br:25][C:22]1[CH:23]=[CH:24][C:19]([C:9]2([C:12]3[CH:13]=[CH:14][C:15]([Cl:18])=[CH:16][CH:17]=3)[CH2:10][CH2:11][N:6]([CH3:4])[CH2:7][CH2:8]2)=[CH:20][CH:21]=1. The yield is 0.990.